Task: Regression. Given a peptide amino acid sequence and an MHC pseudo amino acid sequence, predict their binding affinity value. This is MHC class I binding data.. Dataset: Peptide-MHC class I binding affinity with 185,985 pairs from IEDB/IMGT The peptide sequence is KPPISFPLCA. The MHC is HLA-B07:02 with pseudo-sequence HLA-B07:02. The binding affinity (normalized) is 0.0988.